Dataset: Catalyst prediction with 721,799 reactions and 888 catalyst types from USPTO. Task: Predict which catalyst facilitates the given reaction. (1) Reactant: [C:1]([O:5][C:6]([N:8]1[C:12]2=[N:13][CH:14]=[C:15]([O:17][CH2:18][C:19]3[CH:24]=[CH:23][CH:22]=[CH:21][CH:20]=3)[CH:16]=[C:11]2[CH:10]=[C:9]1[C:25]([OH:27])=[O:26])=[O:7])([CH3:4])([CH3:3])[CH3:2].[CH3:28]I. Product: [CH3:28][O:26][C:25]([C:9]1[N:8]([C:6]([O:5][C:1]([CH3:4])([CH3:2])[CH3:3])=[O:7])[C:12]2=[N:13][CH:14]=[C:15]([O:17][CH2:18][C:19]3[CH:20]=[CH:21][CH:22]=[CH:23][CH:24]=3)[CH:16]=[C:11]2[CH:10]=1)=[O:27]. The catalyst class is: 3. (2) Reactant: Br[C:2]1[CH:19]=[CH:18][C:5]([O:6][C:7]2[C:8]3[CH:15]=[CH:14][C:13]([O:16][CH3:17])=[CH:12][C:9]=3[S:10][CH:11]=2)=[CH:4][CH:3]=1.C(N(C(C)C)CC)(C)C.[C:29]([O:33][CH3:34])(=[O:32])[CH:30]=[CH2:31]. Product: [CH3:17][O:16][C:13]1[CH:14]=[CH:15][C:8]2[C:7]([O:6][C:5]3[CH:18]=[CH:19][C:2](/[CH:31]=[CH:30]/[C:29]([O:33][CH3:34])=[O:32])=[CH:3][CH:4]=3)=[CH:11][S:10][C:9]=2[CH:12]=1. The catalyst class is: 233. (3) Reactant: [C:1]([O:8][CH2:9][CH:10]([CH2:20][CH2:21][CH2:22][O:23]CC1C=CC=CC=1)[CH2:11][O:12][C:13](=[O:19])[CH2:14][CH2:15][CH2:16][CH2:17][CH3:18])(=[O:7])[CH2:2][CH2:3][CH2:4][CH2:5][CH3:6].[H][H]. Product: [C:1]([O:8][CH2:9][CH:10]([CH2:20][CH2:21][CH2:22][OH:23])[CH2:11][O:12][C:13](=[O:19])[CH2:14][CH2:15][CH2:16][CH2:17][CH3:18])(=[O:7])[CH2:2][CH2:3][CH2:4][CH2:5][CH3:6]. The catalyst class is: 43. (4) The catalyst class is: 45. Reactant: O1CCNCCOB1[C:9]1[C:10]([C:16]([F:19])([F:18])[F:17])=[CH:11][C:12]([NH2:15])=[N:13][CH:14]=1.Cl[C:21]1[N:26]=[C:25]([N:27]2[CH2:32][CH2:31][O:30][CH2:29][CH2:28]2)[N:24]=[C:23]([N:33]2[CH2:38][CH2:37][O:36][CH2:35][CH2:34]2)[CH:22]=1. Product: [N:27]1([C:25]2[N:26]=[C:21]([C:9]3[C:10]([C:16]([F:17])([F:18])[F:19])=[CH:11][C:12]([NH2:15])=[N:13][CH:14]=3)[CH:22]=[C:23]([N:33]3[CH2:38][CH2:37][O:36][CH2:35][CH2:34]3)[N:24]=2)[CH2:32][CH2:31][O:30][CH2:29][CH2:28]1. (5) Product: [CH2:1]([N:5]1[C@H:10]([C:11]2[CH:12]=[CH:13][C:14]([Cl:17])=[CH:15][CH:16]=2)[C@@H:9]([C:18]2[CH:23]=[CH:22][CH:21]=[C:20]([Cl:24])[CH:19]=2)[O:8][C@@H:7]([CH2:25][C:26]([OH:28])=[O:27])[C:6]1=[O:33])[CH2:2][CH2:3][CH3:4]. Reactant: [CH2:1]([N:5]1[C@H:10]([C:11]2[CH:16]=[CH:15][C:14]([Cl:17])=[CH:13][CH:12]=2)[C@@H:9]([C:18]2[CH:23]=[CH:22][CH:21]=[C:20]([Cl:24])[CH:19]=2)[O:8][C@@H:7]([CH2:25][C:26]([O:28]C(C)(C)C)=[O:27])[C:6]1=[O:33])[CH2:2][CH2:3][CH3:4].FC(F)(F)C(O)=O. The catalyst class is: 4. (6) Reactant: [F:1][C:2]([F:22])([F:21])[C:3]1[CH:20]=[CH:19][C:6](/[CH:7]=[N:8]/[C:9]2[CH:17]=[CH:16][CH:15]=[C:14]3[C:10]=2[CH2:11][O:12][C:13]3=[O:18])=[CH:5][CH:4]=1.[CH3:23][N:24]1[CH:28]=[CH:27][N:26]=[C:25]1[CH:29]=O.[O-:31][CH2:32][CH3:33].[Na+].C(O)C. Product: [CH3:23][N:24]1[CH:28]=[CH:27][N:26]=[C:25]1[CH:29]1[C:11](=[O:12])[C:10]2[C:14]([C:13]([O:31][CH2:32][CH3:33])=[O:18])=[CH:15][CH:16]=[CH:17][C:9]=2[NH:8][CH:7]1[C:6]1[CH:5]=[CH:4][C:3]([C:2]([F:21])([F:1])[F:22])=[CH:20][CH:19]=1. The catalyst class is: 567. (7) Reactant: [F:1][C:2]1[CH:3]=[N:4][C:5]2[CH:6]=[CH:7][C:8](=[O:31])[N:9]3[C@H:14]([CH2:15][N:16]4[CH2:21][CH2:20][C@H:19]([NH:22]C(=O)OC(C)(C)C)[C@H:18]([OH:30])[CH2:17]4)[CH2:13][O:12][C:11]=1[C:10]=23.[F:32][C:33]([F:38])([F:37])[C:34]([OH:36])=[O:35]. Product: [F:32][C:33]([F:38])([F:37])[C:34]([OH:36])=[O:35].[NH2:22][C@H:19]1[CH2:20][CH2:21][N:16]([CH2:15][C@H:14]2[N:9]3[C:10]4[C:11](=[C:2]([F:1])[CH:3]=[N:4][C:5]=4[CH:6]=[CH:7][C:8]3=[O:31])[O:12][CH2:13]2)[CH2:17][C@H:18]1[OH:30]. The catalyst class is: 2. (8) Reactant: [NH2:1][C:2]1[CH:6]=[CH:5][N:4]([CH2:7][C:8]([CH3:11])([OH:10])[CH3:9])[N:3]=1.N1C(C)=CC=CC=1C.[Cl:20][C:21]1[CH:22]=[C:23]([C@@H:31]([CH2:35][C@H:36]2[CH2:40][CH2:39][C:38](=[O:41])[CH2:37]2)[C:32](Cl)=[O:33])[CH:24]=[CH:25][C:26]=1[S:27]([CH3:30])(=[O:29])=[O:28]. Product: [Cl:20][C:21]1[CH:22]=[C:23]([C@@H:31]([CH2:35][C@H:36]2[CH2:40][CH2:39][C:38](=[O:41])[CH2:37]2)[C:32]([NH:1][C:2]2[CH:6]=[CH:5][N:4]([CH2:7][C:8]([OH:10])([CH3:11])[CH3:9])[N:3]=2)=[O:33])[CH:24]=[CH:25][C:26]=1[S:27]([CH3:30])(=[O:29])=[O:28]. The catalyst class is: 2.